The task is: Predict the reaction yield, written as a fraction of the theoretical maximum amount of product (1.0 means a 100% yield; for example, 0.34 means a 34% yield).. This data is from Reaction yield outcomes from USPTO patents with 853,638 reactions. (1) The reactants are O=P(Cl)(Cl)[Cl:3].[Cl:6][C:7]1[CH:12]=[C:11]([O:13][CH:14]([F:16])[F:15])[CH:10]=[CH:9][C:8]=1[C:17]1[CH:18]([N+:24]([O-:26])=[O:25])[C:19](=O)[N:20]=[CH:21][CH:22]=1. The catalyst is CN(C=O)C. The product is [Cl:3][CH:19]1[CH:18]([N+:24]([O-:26])=[O:25])[C:17]([C:8]2[CH:9]=[CH:10][C:11]([O:13][CH:14]([F:16])[F:15])=[CH:12][C:7]=2[Cl:6])=[CH:22][CH:21]=[N:20]1. The yield is 0.960. (2) The reactants are [H-].[H-].[H-].[H-].[Li+].[Al+3].C(O[C:12]([N:14]1[CH2:19][CH2:18][O:17][CH2:16][CH:15]1[CH2:20][OH:21])=O)(C)(C)C. The catalyst is C1COCC1. The product is [CH3:12][N:14]1[CH2:19][CH2:18][O:17][CH2:16][CH:15]1[CH2:20][OH:21]. The yield is 0.850. (3) The reactants are [C:1]([N:4]1[C:13]2[C:8](=[CH:9][C:10]([N:14]3[CH:18]=[C:17]([C:19](OCC)=[O:20])[N:16]=[CH:15]3)=[CH:11][CH:12]=2)[C@H:7]([NH:24][C:25]([O:27][CH:28]([CH3:30])[CH3:29])=[O:26])[CH2:6][C@@H:5]1[CH3:31])(=[O:3])[CH3:2].[BH4-].[Li+]. The catalyst is C1COCC1. The product is [C:1]([N:4]1[C:13]2[C:8](=[CH:9][C:10]([N:14]3[CH:18]=[C:17]([CH2:19][OH:20])[N:16]=[CH:15]3)=[CH:11][CH:12]=2)[C@H:7]([NH:24][C:25](=[O:26])[O:27][CH:28]([CH3:29])[CH3:30])[CH2:6][C@@H:5]1[CH3:31])(=[O:3])[CH3:2]. The yield is 0.570. (4) No catalyst specified. The product is [CH:16]([CH:13]1[CH2:12][CH2:11][N:10]([C:5]2[CH:4]=[CH:3][C:2]([NH:1][C:34]([CH:31]3[CH2:32][CH2:33][O:29][CH2:30]3)=[O:35])=[CH:9][C:6]=2[C:7]#[N:8])[CH2:15][CH2:14]1)([C:17]1[CH:18]=[CH:19][CH:20]=[CH:21][CH:22]=1)[C:23]1[CH:24]=[CH:25][CH:26]=[CH:27][CH:28]=1. The reactants are [NH2:1][C:2]1[CH:3]=[CH:4][C:5]([N:10]2[CH2:15][CH2:14][CH:13]([CH:16]([C:23]3[CH:28]=[CH:27][CH:26]=[CH:25][CH:24]=3)[C:17]3[CH:22]=[CH:21][CH:20]=[CH:19][CH:18]=3)[CH2:12][CH2:11]2)=[C:6]([CH:9]=1)[C:7]#[N:8].[O:29]1[CH2:33][CH2:32][CH:31]([C:34](O)=[O:35])[CH2:30]1. The yield is 0.760. (5) The reactants are [NH2:1][C:2]1[S:6][C:5]2[CH2:7][CH2:8][C:9]([CH3:11])([CH3:10])[C:4]=2[C:3]=1[C:12]([O:14]CC)=O.O.[CH:18]([NH2:20])=O. No catalyst specified. The product is [CH3:10][C:9]1([CH3:11])[C:4]2[C:3]3[C:12](=[O:14])[NH:20][CH:18]=[N:1][C:2]=3[S:6][C:5]=2[CH2:7][CH2:8]1. The yield is 0.750. (6) The reactants are [CH2:1]([O:3][C:4](=[O:24])/[C:5](/[CH3:23])=[CH:6]/[C:7]1[CH:12]=[CH:11][CH:10]=[C:9]([N:13]2[C:17]([NH2:18])=[CH:16][C:15]([C:19]([CH3:22])([CH3:21])[CH3:20])=[N:14]2)[CH:8]=1)[CH3:2]. The catalyst is CO.[Pd]. The product is [NH2:18][C:17]1[N:13]([C:9]2[CH:8]=[C:7]([CH2:6][CH:5]([CH3:23])[C:4]([O:3][CH2:1][CH3:2])=[O:24])[CH:12]=[CH:11][CH:10]=2)[N:14]=[C:15]([C:19]([CH3:21])([CH3:20])[CH3:22])[CH:16]=1. The yield is 0.830.